Predict which catalyst facilitates the given reaction. From a dataset of Catalyst prediction with 721,799 reactions and 888 catalyst types from USPTO. (1) Reactant: Cl.[CH3:2][O:3][C:4](=[O:10])[C@H:5]([C@@H:7]([CH3:9])[OH:8])[NH2:6].[CH3:11][C:12]1[CH:13]=[C:14]([CH:18]=[CH:19][C:20]=1[N+:21]([O-:23])=[O:22])[C:15](O)=[O:16].CCN=C=NCCCN(C)C.Cl.C(N(CC)C(C)C)(C)C. Product: [CH3:2][O:3][C:4](=[O:10])[C@H:5]([C@@H:7]([CH3:9])[OH:8])[NH:6][C:15](=[O:16])[C:14]1[CH:18]=[CH:19][C:20]([N+:21]([O-:23])=[O:22])=[C:12]([CH3:11])[CH:13]=1. The catalyst class is: 166. (2) Reactant: [F:1][C:2]([F:21])([F:20])[S:3](N(C1C=CC=CN=1)[S:3]([C:2]([F:21])([F:20])[F:1])(=[O:5])=[O:4])(=[O:5])=[O:4].[CH3:22][C:23]1[N:24]([C:29]2[N:34]=[CH:33][C:32]([C:35]3[CH:40]=[CH:39][C:38]([C:41]([C:46]4[N:51]=[CH:50][C:49]([OH:52])=[CH:48][CH:47]=4)([CH3:45])[CH:42]([CH3:44])[CH3:43])=[CH:37][CH:36]=3)=[CH:31][N:30]=2)[C:25]([CH3:28])=[CH:26][CH:27]=1.C(N(CC)CC)C.C(=O)(O)[O-].[Na+]. Product: [F:1][C:2]([F:21])([F:20])[S:3]([O:52][C:49]1[CH:50]=[N:51][C:46]([C:41]([C:38]2[CH:37]=[CH:36][C:35]([C:32]3[CH:31]=[N:30][C:29]([N:24]4[C:23]([CH3:22])=[CH:27][CH:26]=[C:25]4[CH3:28])=[N:34][CH:33]=3)=[CH:40][CH:39]=2)([CH3:45])[CH:42]([CH3:43])[CH3:44])=[CH:47][CH:48]=1)(=[O:5])=[O:4]. The catalyst class is: 79. (3) Reactant: [H-].[Na+].[CH3:3][O:4][C:5]1[CH:10]=[CH:9][C:8]([C:11]2[C:15]3[CH2:16][C:17]4[S:18][C:19]([C:22]5[CH:23]=[CH:24][C:25]([NH2:28])=[N:26][CH:27]=5)=[CH:20][C:21]=4[C:14]=3[NH:13][N:12]=2)=[CH:7][CH:6]=1.[CH3:29][Si:30]([CH2:33][CH2:34][O:35][CH2:36]Cl)([CH3:32])[CH3:31]. Product: [CH3:3][O:4][C:5]1[CH:10]=[CH:9][C:8]([C:11]2[C:15]3[CH2:16][C:17]4[S:18][C:19]([C:22]5[CH:23]=[CH:24][C:25]([NH2:28])=[N:26][CH:27]=5)=[CH:20][C:21]=4[C:14]=3[N:13]([CH2:36][O:35][CH2:34][CH2:33][Si:30]([CH3:32])([CH3:31])[CH3:29])[N:12]=2)=[CH:7][CH:6]=1. The catalyst class is: 1. (4) Reactant: [H-].[Na+].[C:3]([O:7][C:8]([N:10]1[CH2:15][CH2:14][CH:13]([CH2:16][CH2:17][OH:18])[CH2:12][CH2:11]1)=[O:9])([CH3:6])([CH3:5])[CH3:4].[Cl:19][C:20]1[CH:25]=[C:24](Cl)[N:23]=[C:22]([S:27][CH3:28])[N:21]=1. Product: [C:3]([O:7][C:8]([N:10]1[CH2:15][CH2:14][CH:13]([CH2:16][CH2:17][O:18][C:24]2[CH:25]=[C:20]([Cl:19])[N:21]=[C:22]([S:27][CH3:28])[N:23]=2)[CH2:12][CH2:11]1)=[O:9])([CH3:6])([CH3:5])[CH3:4]. The catalyst class is: 1. (5) Reactant: Br[C:2]1[CH:7]=[CH:6][CH:5]=[CH:4][N:3]=1.C([Li])CCC.[CH2:13]([O:20][C:21]1[CH:28]=[CH:27][C:24]([CH:25]=[O:26])=[CH:23][C:22]=1[O:29][CH:30]([CH3:32])[CH3:31])[C:14]1[CH:19]=[CH:18][CH:17]=[CH:16][CH:15]=1.[Cl-].[NH4+]. Product: [CH2:13]([O:20][C:21]1[CH:28]=[CH:27][C:24]([CH:25]([C:2]2[CH:7]=[CH:6][CH:5]=[CH:4][N:3]=2)[OH:26])=[CH:23][C:22]=1[O:29][CH:30]([CH3:32])[CH3:31])[C:14]1[CH:19]=[CH:18][CH:17]=[CH:16][CH:15]=1. The catalyst class is: 188. (6) Reactant: [CH2:1]([O:8][NH:9][C:10]([NH:12][C:13]([C:16]1[CH:21]=[CH:20][CH:19]=[CH:18][N:17]=1)([CH3:15])[CH3:14])=[O:11])[C:2]1[CH:7]=[CH:6][CH:5]=[CH:4][CH:3]=1.[H-].[Na+].[CH2:24](I)[CH3:25]. Product: [CH2:1]([O:8][N:9]([CH2:24][CH3:25])[C:10]([NH:12][C:13]([C:16]1[CH:21]=[CH:20][CH:19]=[CH:18][N:17]=1)([CH3:15])[CH3:14])=[O:11])[C:2]1[CH:3]=[CH:4][CH:5]=[CH:6][CH:7]=1. The catalyst class is: 391. (7) Reactant: CS([C:5]1[N:10]=[CH:9][C:8]([C:11]([O:13][CH2:14][CH3:15])=[O:12])=[CH:7][N:6]=1)(=O)=O.[NH2:16][C@H:17]1[CH2:21][CH2:20][NH:19][CH2:18]1. Product: [NH2:16][C@H:17]1[CH2:21][CH2:20][N:19]([C:5]2[N:10]=[CH:9][C:8]([C:11]([O:13][CH2:14][CH3:15])=[O:12])=[CH:7][N:6]=2)[CH2:18]1. The catalyst class is: 57. (8) Reactant: [Br:1][C:2]1[N:6](C(OC(C)(C)C)=O)[C:5]2[CH:14]=[C:15]([C:17]([O:19][CH3:20])=[O:18])[S:16][C:4]=2[C:3]=1[CH:21]1[CH2:26][CH2:25][CH2:24][CH2:23][CH2:22]1.FC(F)(F)C(O)=O. Product: [Br:1][C:2]1[NH:6][C:5]2[CH:14]=[C:15]([C:17]([O:19][CH3:20])=[O:18])[S:16][C:4]=2[C:3]=1[CH:21]1[CH2:26][CH2:25][CH2:24][CH2:23][CH2:22]1. The catalyst class is: 2.